From a dataset of Full USPTO retrosynthesis dataset with 1.9M reactions from patents (1976-2016). Predict the reactants needed to synthesize the given product. The reactants are: [Cl:1][C:2]1[CH:7]=[C:6]([F:8])[CH:5]=[CH:4][C:3]=1/[C:9](/[NH:13][C:14](=O)[O:15]CC)=[CH:10]/[C:11]#[N:12].[CH3:19][CH:20]([N:22]1[CH2:27][CH2:26][CH:25]([C:28]([NH:30][NH2:31])=O)[CH2:24][CH2:23]1)[CH3:21].O. Given the product [Cl:1][C:2]1[CH:7]=[C:6]([F:8])[CH:5]=[CH:4][C:3]=1[C:9]1[NH:13][C:14](=[O:15])[N:31]2[N:30]=[C:28]([CH:25]3[CH2:26][CH2:27][N:22]([CH:20]([CH3:21])[CH3:19])[CH2:23][CH2:24]3)[N:12]=[C:11]2[CH:10]=1, predict the reactants needed to synthesize it.